From a dataset of Full USPTO retrosynthesis dataset with 1.9M reactions from patents (1976-2016). Predict the reactants needed to synthesize the given product. (1) Given the product [NH2:57][S:54]([C:50]1[CH:51]=[C:23]([CH:24]=[CH:48][CH:49]=1)[NH:22][C:20]([C@H:19]([NH:18][C:16]([N:13]1[C:14](=[O:15])[CH:8]([CH2:7][C:6]2[CH:34]=[C:2]([Cl:1])[CH:3]=[CH:4][C:5]=2[O:35][CH3:36])[CH2:9][NH:10][C:11](=[O:33])[CH2:12]1)=[O:17])[CH2:31][CH3:32])=[O:21])(=[O:56])=[O:55], predict the reactants needed to synthesize it. The reactants are: [Cl:1][C:2]1[CH:3]=[CH:4][C:5]([O:35][CH3:36])=[C:6]([CH:34]=1)[CH2:7][CH:8]1[C:14](=[O:15])[N:13]([C:16]([NH:18][CH:19]([CH2:31][CH3:32])[C:20]([NH:22][CH2:23][C:24](OC(C)(C)C)=O)=[O:21])=[O:17])[CH2:12][C:11](=[O:33])[NH:10][CH2:9]1.Cl.C(OC(=O)CN)(C)(C)C.N[C:48]1[CH:49]=[C:50]([S:54]([NH2:57])(=[O:56])=[O:55])[CH:51]=CC=1. (2) The reactants are: [C:1]([O:5][C:6](=[O:17])[CH2:7][O:8][C:9]1[CH:14]=[CH:13][C:12](Cl)=[CH:11][C:10]=1[Br:16])([CH3:4])([CH3:3])[CH3:2].BrC1C(O)=CC=C(C)[N:20]=1. Given the product [C:1]([O:5][C:6](=[O:17])[CH2:7][O:8][C:9]1[C:10]([Br:16])=[N:20][C:12]([CH3:11])=[CH:13][CH:14]=1)([CH3:4])([CH3:3])[CH3:2], predict the reactants needed to synthesize it.